Predict the reaction yield, written as a fraction of the theoretical maximum amount of product (1.0 means a 100% yield; for example, 0.34 means a 34% yield). From a dataset of Reaction yield outcomes from USPTO patents with 853,638 reactions. (1) The reactants are [NH2:1][C@H:2]1[CH2:7][CH2:6][C@H:5]([CH2:8][NH:9][C:10]2[C:15]([N+:16]([O-:18])=[O:17])=[CH:14][N:13]=[C:12]([NH:19][CH2:20][C:21]3[CH:26]=[CH:25][CH:24]=[CH:23][C:22]=3[O:27][C:28]([F:31])([F:30])[F:29])[N:11]=2)[CH2:4][CH2:3]1.Br[CH2:33][CH2:34][CH2:35][CH2:36]Br.CCN(C(C)C)C(C)C. The catalyst is CN(C=O)C.CCOC(C)=O. The product is [N+:16]([C:15]1[C:10]([NH:9][CH2:8][C@H:5]2[CH2:4][CH2:3][C@H:2]([N:1]3[CH2:36][CH2:35][CH2:34][CH2:33]3)[CH2:7][CH2:6]2)=[N:11][C:12]([NH:19][CH2:20][C:21]2[CH:26]=[CH:25][CH:24]=[CH:23][C:22]=2[O:27][C:28]([F:30])([F:31])[F:29])=[N:13][CH:14]=1)([O-:18])=[O:17]. The yield is 0.620. (2) The reactants are [CH3:1][O:2][C:3]1[CH:8]=[CH:7][C:6]([CH2:9][N:10]2[C:15](=[O:16])[CH:14]=[C:13]([CH2:17][CH2:18][C:19](OCCCC)=[O:20])[C:12](=[O:26])[NH:11]2)=[CH:5][CH:4]=1.[H-].[Al+3].[Li+].[H-].[H-].[H-].C1COCC1.Cl. The catalyst is O1CCOCC1. The product is [OH:20][CH2:19][CH2:18][CH2:17][C:13]1[C:12](=[O:26])[NH:11][N:10]([CH2:9][C:6]2[CH:5]=[CH:4][C:3]([O:2][CH3:1])=[CH:8][CH:7]=2)[C:15](=[O:16])[CH:14]=1. The yield is 0.700. (3) The reactants are [CH2:1]([N:3]1[CH:7]=[C:6]([C:8]2[CH:13]=[CH:12][N:11]=[C:10]3[NH:14][CH:15]=[CH:16][C:9]=23)[C:5]([C:17]2[CH:23]=[CH:22][C:20]([NH2:21])=[CH:19][CH:18]=2)=[N:4]1)[CH3:2].C(N(CC)CC)C.[N:31]1([C:37](Cl)=[O:38])[CH2:36][CH2:35][O:34][CH2:33][CH2:32]1.O. The catalyst is ClCCl. The product is [CH2:1]([N:3]1[CH:7]=[C:6]([C:8]2[CH:13]=[CH:12][N:11]=[C:10]3[NH:14][CH:15]=[CH:16][C:9]=23)[C:5]([C:17]2[CH:23]=[CH:22][C:20]([NH:21][C:37]([N:31]3[CH2:36][CH2:35][O:34][CH2:33][CH2:32]3)=[O:38])=[CH:19][CH:18]=2)=[N:4]1)[CH3:2]. The yield is 0.500. (4) The yield is 0.150. The product is [O:15]1[CH2:16][CH2:17][N:12]([C:6]2[CH:11]=[CH:10][C:9]([S:1]([Cl:5])(=[O:3])=[O:2])=[CH:8][CH:7]=2)[CH2:13][CH2:14]1. The reactants are [S:1]([Cl:5])(=O)(=[O:3])[OH:2].[C:6]1([N:12]2[CH2:17][CH2:16][O:15][CH2:14][CH2:13]2)[CH:11]=[CH:10][CH:9]=[CH:8][CH:7]=1. The catalyst is [Cl-].[Na+].O. (5) The reactants are [CH3:1][N:2]1[CH2:7][CH2:6][C:5]2[C:8]([C:11]([O:13]CC)=[O:12])=[CH:9][S:10][C:4]=2[C:3]1=[O:16].[OH-].[Na+].Cl. The catalyst is C(O)C. The product is [CH3:1][N:2]1[CH2:7][CH2:6][C:5]2[C:8]([C:11]([OH:13])=[O:12])=[CH:9][S:10][C:4]=2[C:3]1=[O:16]. The yield is 0.850. (6) The reactants are [Cl:1][C:2]1[N:3]=[C:4]2[C:9](=[CH:10][CH:11]=1)[N:8]=[CH:7][C:6]([C:12](=[O:14])[CH3:13])=[C:5]2[NH:15][C@H:16]1[CH2:21][CH2:20][C@H:19]([N:22]([CH3:24])[CH3:23])[CH2:18][CH2:17]1.[Cl:25][C:26]1[CH:31]=[C:30](B2OC(C)(C)C(C)(C)O2)[CH:29]=[C:28]([Cl:41])[C:27]=1[OH:42].C1(N)C(F)=C(F)C(F)=C(N)C=1F.Cl.Cl. No catalyst specified. The product is [ClH:1].[ClH:25].[Cl:25][C:26]1[CH:31]=[C:30]([C:2]2[N:3]=[C:4]3[C:9](=[CH:10][CH:11]=2)[N:8]=[CH:7][C:6]([C:12](=[O:14])[CH3:13])=[C:5]3[NH:15][C@H:16]2[CH2:21][CH2:20][C@H:19]([N:22]([CH3:24])[CH3:23])[CH2:18][CH2:17]2)[CH:29]=[C:28]([Cl:41])[C:27]=1[OH:42]. The yield is 0.900. (7) The reactants are [N:1]1[C:10]2[NH:9][CH2:8][CH2:7][CH2:6][C:5]=2[CH:4]=[CH:3][C:2]=1[CH2:11][CH2:12][O:13][C:14]1[CH:26]=[CH:25][C:17]([CH2:18][C@@H:19]([C:21]([O:23]C)=[O:22])[NH2:20])=[CH:16][CH:15]=1.[CH3:27][O:28][C:29]1[C:30]([C:34](O)=[O:35])=[CH:31][S:32][CH:33]=1.CN1CCOCC1.CN(C(ON1N=NC2C=CC=CC1=2)=[N+](C)C)C.[B-](F)(F)(F)F.[OH-].[Na+]. The catalyst is CN(C=O)C. The product is [CH3:27][O:28][C:29]1[C:30]([C:34]([NH:20][C@H:19]([C:21]([OH:23])=[O:22])[CH2:18][C:17]2[CH:16]=[CH:15][C:14]([O:13][CH2:12][CH2:11][C:2]3[CH:3]=[CH:4][C:5]4[CH2:6][CH2:7][CH2:8][NH:9][C:10]=4[N:1]=3)=[CH:26][CH:25]=2)=[O:35])=[CH:31][S:32][CH:33]=1. The yield is 0.700. (8) The reactants are [Br:1][C:2]1[CH:3]=[C:4]2[C:24](=[CH:25][CH:26]=1)[C:8]1[NH:9][C:10]([C@@H:12]3[CH2:16][CH2:15][CH2:14][N:13]3C(OC(C)(C)C)=O)=[N:11][C:7]=1[CH:6]=[CH:5]2.Cl.[CH3:28][O:29][C:30]([NH:32][C@@H:33]([CH:37]([CH3:39])[CH3:38])[C:34](O)=[O:35])=[O:31].CN(C(ON1N=NC2C=CC=NC1=2)=[N+](C)C)C.F[P-](F)(F)(F)(F)F.CCN(C(C)C)C(C)C. The catalyst is C(Cl)Cl.CCOC(C)=O.CN(C=O)C. The product is [Br:1][C:2]1[CH:3]=[C:4]2[C:24](=[CH:25][CH:26]=1)[C:8]1[NH:9][C:10]([C@@H:12]3[CH2:16][CH2:15][CH2:14][N:13]3[C:34](=[O:35])[C@@H:33]([NH:32][C:30](=[O:31])[O:29][CH3:28])[CH:37]([CH3:39])[CH3:38])=[N:11][C:7]=1[CH:6]=[CH:5]2. The yield is 0.470. (9) The reactants are [CH:1]([C:3]1[C:4]([O:14][CH2:15][C:16]2[CH:41]=[CH:40][C:19]([O:20][CH2:21][C:22]3[N:23]=[C:24]([C:28]4[CH:33]=[CH:32][C:31]([CH2:34][C:35]([O:37][CH2:38][CH3:39])=[O:36])=[CH:30][CH:29]=4)[O:25][C:26]=3[CH3:27])=[C:18]([O:42][CH3:43])[CH:17]=2)=[N:5][N:6]([C:8]2[CH:13]=[CH:12][CH:11]=[CH:10][CH:9]=2)[CH:7]=1)=O.[Cl-].[CH:45]([C:48]1[S:49][CH:50]=[C:51]([CH2:53][P+](C2C=CC=CC=2)(C2C=CC=CC=2)C2C=CC=CC=2)[N:52]=1)([CH3:47])[CH3:46].C(=O)([O-])[O-].[K+].[K+].CN(C)C=O. The catalyst is O. The product is [CH:45]([C:48]1[S:49][CH:50]=[C:51](/[CH:53]=[CH:1]\[C:3]2[C:4]([O:14][CH2:15][C:16]3[CH:41]=[CH:40][C:19]([O:20][CH2:21][C:22]4[N:23]=[C:24]([C:28]5[CH:33]=[CH:32][C:31]([CH2:34][C:35]([O:37][CH2:38][CH3:39])=[O:36])=[CH:30][CH:29]=5)[O:25][C:26]=4[CH3:27])=[C:18]([O:42][CH3:43])[CH:17]=3)=[N:5][N:6]([C:8]3[CH:9]=[CH:10][CH:11]=[CH:12][CH:13]=3)[CH:7]=2)[N:52]=1)([CH3:47])[CH3:46]. The yield is 0.110.